Dataset: Reaction yield outcomes from USPTO patents with 853,638 reactions. Task: Predict the reaction yield, written as a fraction of the theoretical maximum amount of product (1.0 means a 100% yield; for example, 0.34 means a 34% yield). (1) The reactants are [CH3:1][CH2:2][O:3][C:4]([C:6]1[N:7]([C:17]([O:19][C:20]([CH3:23])([CH3:22])[CH3:21])=[O:18])[C:8]2[C:13]([CH:14]=1)=[CH:12][C:11]([Cl:15])=[CH:10][C:9]=2[CH3:16])=[O:5].[Br:24]N1C(=O)CCC1=O.C(OOC(=O)C1C=CC=CC=1)(=O)C1C=CC=CC=1. The catalyst is C(Cl)(Cl)(Cl)Cl. The product is [CH3:1][CH2:2][O:3][C:4]([C:6]1[N:7]([C:17]([O:19][C:20]([CH3:22])([CH3:21])[CH3:23])=[O:18])[C:8]2[C:13]([CH:14]=1)=[CH:12][C:11]([Cl:15])=[CH:10][C:9]=2[CH2:16][Br:24])=[O:5]. The yield is 0.950. (2) The reactants are C(OC([NH:11][CH2:12][C:13]1[CH:14]=[C:15]([NH:19][C:20](=[O:59])[CH2:21][O:22][C:23]2[CH:28]=[CH:27][C:26]([CH:29]([NH:33][C:34]3[CH:35]=[C:36]4[C:41](=[CH:42][CH:43]=3)[C:40]([N:44]([C:52]([O:54][C:55]([CH3:58])([CH3:57])[CH3:56])=[O:53])[C:45]([O:47][C:48]([CH3:51])([CH3:50])[CH3:49])=[O:46])=[N:39][CH:38]=[CH:37]4)[C:30]([OH:32])=[O:31])=[CH:25][CH:24]=2)[CH:16]=[CH:17][CH:18]=1)=O)C1C=CC=CC=1. The catalyst is CO.[Pd]. The product is [NH2:11][CH2:12][C:13]1[CH:14]=[C:15]([NH:19][C:20](=[O:59])[CH2:21][O:22][C:23]2[CH:24]=[CH:25][C:26]([CH:29]([NH:33][C:34]3[CH:35]=[C:36]4[C:41](=[CH:42][CH:43]=3)[C:40]([N:44]([C:52]([O:54][C:55]([CH3:58])([CH3:57])[CH3:56])=[O:53])[C:45]([O:47][C:48]([CH3:49])([CH3:50])[CH3:51])=[O:46])=[N:39][CH:38]=[CH:37]4)[C:30]([OH:32])=[O:31])=[CH:27][CH:28]=2)[CH:16]=[CH:17][CH:18]=1. The yield is 0.680. (3) The reactants are [Br:1][C:2]1[CH:3]=[C:4](B2OC(C)(C)C(C)(C)O2)[CH:5]=[C:6]([O:8][CH:9]([F:11])[F:10])[CH:7]=1.[NH:21]1[C:25]2=[N:26][CH:27]=[CH:28][CH:29]=[C:24]2[C:23]([C:30]([O:32][CH3:33])=[O:31])=[N:22]1. No catalyst specified. The product is [Br:1][C:2]1[CH:3]=[C:4]([N:21]2[C:25]3=[N:26][CH:27]=[CH:28][CH:29]=[C:24]3[C:23]([C:30]([O:32][CH3:33])=[O:31])=[N:22]2)[CH:5]=[C:6]([O:8][CH:9]([F:10])[F:11])[CH:7]=1. The yield is 0.550. (4) The reactants are [CH3:1][O:2][C:3]1[CH:4]=[C:5]([CH:15]=[C:16]([O:21][CH3:22])[C:17]=1[CH:18]([CH3:20])[CH3:19])[CH2:6]P(=O)(OCC)OCC.[S:23]1[CH:27]=[CH:26][CH:25]=[C:24]1[CH:28]=O. No catalyst specified. The product is [CH3:22][O:21][C:16]1[CH:15]=[C:5]([CH:6]=[CH:28][C:24]2[S:23][CH:27]=[CH:26][CH:25]=2)[CH:4]=[C:3]([O:2][CH3:1])[C:17]=1[CH:18]([CH3:19])[CH3:20]. The yield is 0.780. (5) The reactants are [Br:1][C:2]1[CH:11]=[C:10]([CH3:12])[CH:9]=[CH:8][C:3]=1[C:4]([O:6][CH3:7])=[O:5].[O-:13][Mn](=O)(=O)=O.[K+].C1OCCOCCOCCOCCOCCOC1.CC(O)(C)C.[OH2:42]. No catalyst specified. The product is [Br:1][C:2]1[CH:11]=[C:10]([CH:9]=[CH:8][C:3]=1[C:4]([O:6][CH3:7])=[O:5])[C:12]([OH:13])=[O:42]. The yield is 0.485. (6) The reactants are Br[C:2]1[CH:11]=[CH:10][CH:9]=[C:8]2[C:3]=1[CH:4]=[CH:5][C:6]([C:12]([OH:14])=[O:13])=[CH:7]2.[CH3:15][N:16]1[CH:20]=[C:19](B2OC(C)(C)C(C)(C)O2)[CH:18]=[N:17]1. The catalyst is C(O)C.C1C=CC([P]([Pd]([P](C2C=CC=CC=2)(C2C=CC=CC=2)C2C=CC=CC=2)([P](C2C=CC=CC=2)(C2C=CC=CC=2)C2C=CC=CC=2)[P](C2C=CC=CC=2)(C2C=CC=CC=2)C2C=CC=CC=2)(C2C=CC=CC=2)C2C=CC=CC=2)=CC=1. The product is [CH3:15][N:16]1[CH:20]=[C:19]([C:2]2[CH:11]=[CH:10][CH:9]=[C:8]3[C:3]=2[CH:4]=[CH:5][C:6]([C:12]([OH:14])=[O:13])=[CH:7]3)[CH:18]=[N:17]1. The yield is 0.340. (7) The reactants are [Cl:1][C:2]1[CH:3]=[C:4]([CH:16]=[CH:17][C:18]=1[Cl:19])[CH2:5][O:6][C:7]1[CH:12]=[CH:11][C:10]([C:13](=[O:15])[CH3:14])=[CH:9][CH:8]=1.C1CNC(=O)C1.[Br:26][Br-]Br. The catalyst is CO.C(Cl)Cl. The product is [Br:26][CH2:14][C:13]([C:10]1[CH:9]=[CH:8][C:7]([O:6][CH2:5][C:4]2[CH:16]=[CH:17][C:18]([Cl:19])=[C:2]([Cl:1])[CH:3]=2)=[CH:12][CH:11]=1)=[O:15]. The yield is 1.00. (8) The reactants are [C:1]([O:5][C:6]([N:8]1[CH2:13][CH2:12][CH:11]([C:14](=O)[NH2:15])[CH2:10][CH2:9]1)=[O:7])([CH3:4])([CH3:3])[CH3:2].COCCOC.CC1OC(C=CC2C=C3CCCN4CCCC(=C34)C=2)=CC(=C(C#N)C#N)C=1.COC1C=CC(P2(SP(C3C=CC(OC)=CC=3)(=S)S2)=[S:59])=CC=1. No catalyst specified. The product is [C:1]([O:5][C:6]([N:8]1[CH2:13][CH2:12][CH:11]([C:14](=[S:59])[NH2:15])[CH2:10][CH2:9]1)=[O:7])([CH3:4])([CH3:3])[CH3:2]. The yield is 0.920.